Task: Regression. Given two drug SMILES strings and cell line genomic features, predict the synergy score measuring deviation from expected non-interaction effect.. Dataset: NCI-60 drug combinations with 297,098 pairs across 59 cell lines (1) Drug 1: CC=C1C(=O)NC(C(=O)OC2CC(=O)NC(C(=O)NC(CSSCCC=C2)C(=O)N1)C(C)C)C(C)C. Drug 2: B(C(CC(C)C)NC(=O)C(CC1=CC=CC=C1)NC(=O)C2=NC=CN=C2)(O)O. Cell line: K-562. Synergy scores: CSS=56.3, Synergy_ZIP=2.78, Synergy_Bliss=2.44, Synergy_Loewe=-3.67, Synergy_HSA=-1.09. (2) Drug 1: C1CCN(CC1)CCOC2=CC=C(C=C2)C(=O)C3=C(SC4=C3C=CC(=C4)O)C5=CC=C(C=C5)O. Drug 2: C1CC(=O)NC(=O)C1N2CC3=C(C2=O)C=CC=C3N. Cell line: CCRF-CEM. Synergy scores: CSS=1.35, Synergy_ZIP=-3.68, Synergy_Bliss=-3.08, Synergy_Loewe=-6.11, Synergy_HSA=-6.11.